Dataset: Reaction yield outcomes from USPTO patents with 853,638 reactions. Task: Predict the reaction yield, written as a fraction of the theoretical maximum amount of product (1.0 means a 100% yield; for example, 0.34 means a 34% yield). (1) The reactants are [Br:1][C:2]1[CH:7]=[CH:6][C:5]([OH:8])=[C:4]([F:9])[CH:3]=1.[H-].[Na+].[CH3:12][C:13]1[C:18]([CH3:19])=[C:17]([N+]([O-])=O)[CH:16]=[CH:15][N+:14]=1[O-:23]. The catalyst is CN1CCCC1=O. The product is [Br:1][C:2]1[CH:7]=[CH:6][C:5]([O:8][C:17]2[CH:16]=[CH:15][N+:14]([O-:23])=[C:13]([CH3:12])[C:18]=2[CH3:19])=[C:4]([F:9])[CH:3]=1. The yield is 0.460. (2) The reactants are [C:1]1([CH3:13])[CH:6]=[C:5]([CH3:7])[CH:4]=[C:3]([CH3:8])[C:2]=1[S:9](Cl)(=[O:11])=[O:10].[CH2:14]([C:19]1[CH:24]=[CH:23][CH:22]=[CH:21][CH:20]=1)[CH2:15][CH2:16][CH2:17][CH3:18].[Al+3].[Cl-].[Cl-].[Cl-].Cl. The catalyst is C(Cl)Cl. The product is [CH3:13][C:1]1[CH:6]=[C:5]([CH3:7])[CH:4]=[C:3]([CH3:8])[C:2]=1[S:9]([C:22]1[CH:21]=[CH:20][C:19]([CH2:14][CH2:15][CH2:16][CH2:17][CH3:18])=[CH:24][CH:23]=1)(=[O:11])=[O:10]. The yield is 0.900. (3) The reactants are [Cl:1][C:2]1[N:3]=[CH:4][C:5]2[C:10]([CH3:11])=[CH:9][NH:8][C:6]=2[N:7]=1.Br[C:13]1[CH:18]=[CH:17][CH:16]=[CH:15][N:14]=1.[O-]P([O-])([O-])=O.[K+].[K+].[K+].N[C@@H]1CCCC[C@H]1N. The catalyst is O1CCOCC1.C(OCC)(=O)C.[Cu]I. The product is [Cl:1][C:2]1[N:3]=[CH:4][C:5]2[C:10]([CH3:11])=[CH:9][N:8]([C:13]3[CH:18]=[CH:17][CH:16]=[CH:15][N:14]=3)[C:6]=2[N:7]=1. The yield is 0.550. (4) The reactants are Br[C:2]1[CH:3]=[C:4]([CH:7]=[C:8]([F:10])[CH:9]=1)[C:5]#[N:6].[F:11][C:12]([F:23])([F:22])[C:13]1[N:18]=[CH:17][C:16](B(O)O)=[CH:15][CH:14]=1.C(=O)([O-])[O-].[K+].[K+]. The catalyst is O1CCOCC1.O.C1C=CC(P(C2C=CC=CC=2)[C-]2C=CC=C2)=CC=1.C1C=CC(P(C2C=CC=CC=2)[C-]2C=CC=C2)=CC=1.Cl[Pd]Cl.[Fe+2]. The product is [F:10][C:8]1[CH:7]=[C:4]([CH:3]=[C:2]([C:16]2[CH:17]=[N:18][C:13]([C:12]([F:23])([F:22])[F:11])=[CH:14][CH:15]=2)[CH:9]=1)[C:5]#[N:6]. The yield is 0.860. (5) The reactants are [F:1][C:2]1[CH:8]=[CH:7][C:5]([NH2:6])=[CH:4][C:3]=1[N+:9]([O-:11])=[O:10].[C:12](O[C:12]([O:14][C:15]([CH3:18])([CH3:17])[CH3:16])=[O:13])([O:14][C:15]([CH3:18])([CH3:17])[CH3:16])=[O:13]. The catalyst is C1COCC1. The product is [F:1][C:2]1[CH:8]=[CH:7][C:5]([NH:6][C:12](=[O:13])[O:14][C:15]([CH3:18])([CH3:17])[CH3:16])=[CH:4][C:3]=1[N+:9]([O-:11])=[O:10]. The yield is 0.710.